The task is: Predict the product of the given reaction.. This data is from Forward reaction prediction with 1.9M reactions from USPTO patents (1976-2016). Given the reactants [CH3:1][N:2]([CH2:51][C:52]1[C:53]2[C:58]([C:59]([CH2:66][NH:67][CH3:68])=[C:60]3[C:65]=1[CH:64]=[CH:63][CH:62]=[CH:61]3)=[CH:57][CH:56]=[CH:55][CH:54]=2)[C:3]([C:5]1[CH:28]=[CH:27][C:26]([C:29](=[O:50])[N:30]([CH3:49])[CH2:31][C:32]2[C:33]3[C:38]([C:39]([CH2:46][NH:47][CH3:48])=[C:40]4[C:45]=2[CH:44]=[CH:43][CH:42]=[CH:41]4)=[CH:37][CH:36]=[CH:35][CH:34]=3)=[CH:25][C:6]=1[O:7][CH2:8][C:9]1[N:10]=[N:11][N:12]([CH2:14][CH2:15][CH2:16][NH:17][C:18](=[O:24])[O:19][C:20]([CH3:23])([CH3:22])[CH3:21])[CH:13]=1)=[O:4].Br[CH2:70][C:71]1[CH:76]=[CH:75][CH:74]=[CH:73][C:72]=1[B:77]1[O:82]CC(C)(C)C[O:78]1.C([O-])([O-])=O.[K+].[K+].[Na+].[I-], predict the reaction product. The product is: [C:20]([O:19][C:18]([NH:17][CH2:16][CH2:15][CH2:14][N:12]1[CH:13]=[C:9]([CH2:8][O:7][C:6]2[CH:25]=[C:26]([C:29]([N:30]([CH2:31][C:32]3[C:33]4[C:38](=[CH:37][CH:36]=[CH:35][CH:34]=4)[C:39]([CH2:46][N:47]([CH2:70][C:71]4[CH:76]=[CH:75][CH:74]=[CH:73][C:72]=4[B:77]([OH:78])[OH:82])[CH3:48])=[C:40]4[C:45]=3[CH:44]=[CH:43][CH:42]=[CH:41]4)[CH3:49])=[O:50])[CH:27]=[CH:28][C:5]=2[C:3]([N:2]([CH2:51][C:52]2[C:65]3[C:60](=[CH:61][CH:62]=[CH:63][CH:64]=3)[C:59]([CH2:66][N:67]([CH2:70][C:71]3[CH:76]=[CH:75][CH:74]=[CH:73][C:72]=3[B:77]([OH:82])[OH:78])[CH3:68])=[C:58]3[C:53]=2[CH:54]=[CH:55][CH:56]=[CH:57]3)[CH3:1])=[O:4])[N:10]=[N:11]1)=[O:24])([CH3:23])([CH3:22])[CH3:21].